From a dataset of Reaction yield outcomes from USPTO patents with 853,638 reactions. Predict the reaction yield, written as a fraction of the theoretical maximum amount of product (1.0 means a 100% yield; for example, 0.34 means a 34% yield). The catalyst is CCO.O. The product is [Br:12][C:7]1[CH:8]=[N:9][CH:10]=[CH:11][C:6]=1[C:4]1[N:23]=[C:21]([NH:20][C:16]2[CH:17]=[CH:18][CH:19]=[C:14]([CH3:13])[CH:15]=2)[S:22][CH:3]=1. The reactants are Br.Br[CH2:3][C:4]([C:6]1[CH:11]=[CH:10][N:9]=[CH:8][C:7]=1[Br:12])=O.[CH3:13][C:14]1[CH:15]=[C:16]([NH:20][C:21]([NH2:23])=[S:22])[CH:17]=[CH:18][CH:19]=1.N. The yield is 0.770.